From a dataset of Forward reaction prediction with 1.9M reactions from USPTO patents (1976-2016). Predict the product of the given reaction. (1) The product is: [ClH:26].[CH:1]([NH:4][C:5]([C:7]1[C:15]2[C:10](=[N:11][CH:12]=[C:13]([C:16]3[C:24]4[C:19](=[CH:20][C:21]([Cl:26])=[CH:22][C:23]=4[F:25])[N:18]([CH2:27][CH2:28][N:29]([CH3:31])[CH3:30])[N:17]=3)[N:14]=2)[NH:9][CH:8]=1)=[O:6])([CH3:3])[CH3:2]. Given the reactants [CH:1]([NH:4][C:5]([C:7]1[C:15]2[C:10](=[N:11][CH:12]=[C:13]([C:16]3[C:24]4[C:19](=[CH:20][C:21]([Cl:26])=[CH:22][C:23]=4[F:25])[N:18]([CH2:27][CH2:28][N:29]([CH3:31])[CH3:30])[N:17]=3)[N:14]=2)[N:9](COCC[Si](C)(C)C)[CH:8]=1)=[O:6])([CH3:3])[CH3:2].FC(F)(F)C(O)=O.C(N)CN.Cl, predict the reaction product. (2) Given the reactants CC(C)([O-])C.[K+].[F:7][C:8]1[CH:13]=[CH:12][C:11]([CH2:14][C:15]#[N:16])=[CH:10][CH:9]=1.Br[CH:18]([C:28]1[C:33]([F:34])=[CH:32][CH:31]=[CH:30][C:29]=1[F:35])[CH2:19][O:20][Si:21]([C:24]([CH3:27])([CH3:26])[CH3:25])([CH3:23])[CH3:22].O, predict the reaction product. The product is: [Si:21]([O:20][CH2:19][CH:18]([C:28]1[C:29]([F:35])=[CH:30][CH:31]=[CH:32][C:33]=1[F:34])[CH:14]([C:11]1[CH:12]=[CH:13][C:8]([F:7])=[CH:9][CH:10]=1)[C:15]#[N:16])([C:24]([CH3:26])([CH3:27])[CH3:25])([CH3:23])[CH3:22]. (3) Given the reactants S(Cl)([Cl:3])=O.O[CH2:6][C:7]1[N:12]2[CH:13]=[CH:14][N:15]=[C:11]2[CH:10]=[CH:9][CH:8]=1, predict the reaction product. The product is: [ClH:3].[Cl:3][CH2:6][C:7]1[N:12]2[CH:13]=[CH:14][N:15]=[C:11]2[CH:10]=[CH:9][CH:8]=1. (4) Given the reactants [H-].[Na+].[Br:3][C:4]1[CH:10]=[C:9]([F:11])[C:7]([NH2:8])=[C:6]([F:12])[CH:5]=1.[CH2:13]([O:20][C:21]1[CH:30]=[C:29]2[C:24]([C:25](Cl)=[N:26][CH:27]=[N:28]2)=[CH:23][C:22]=1[O:32][CH3:33])[C:14]1[CH:19]=[CH:18][CH:17]=[CH:16][CH:15]=1, predict the reaction product. The product is: [CH2:13]([O:20][C:21]1[CH:30]=[C:29]2[C:24]([C:25]([NH:8][C:7]3[C:9]([F:11])=[CH:10][C:4]([Br:3])=[CH:5][C:6]=3[F:12])=[N:26][CH:27]=[N:28]2)=[CH:23][C:22]=1[O:32][CH3:33])[C:14]1[CH:15]=[CH:16][CH:17]=[CH:18][CH:19]=1. (5) Given the reactants [CH2:1]([O:3][C:4]([C@H:6]1[CH2:11][CH2:10][C@H:9]([O:12][CH:13]([CH2:16][OH:17])[CH2:14][OH:15])[CH2:8][CH2:7]1)=[O:5])[CH3:2].C(N(CC)CC)C.[C:25]1([CH3:35])[CH:30]=[CH:29][C:28]([S:31](Cl)(=[O:33])=[O:32])=[CH:27][CH:26]=1, predict the reaction product. The product is: [CH2:1]([O:3][C:4]([C@H:6]1[CH2:11][CH2:10][C@H:9]([O:12][CH:13]([CH2:16][OH:17])[CH2:14][O:15][S:31]([C:28]2[CH:29]=[CH:30][C:25]([CH3:35])=[CH:26][CH:27]=2)(=[O:33])=[O:32])[CH2:8][CH2:7]1)=[O:5])[CH3:2]. (6) Given the reactants [ClH:1].Cl.Cl.S1C(C2C=CN=C([NH:15][CH2:16][CH2:17][CH2:18][N:19]3[CH2:24][CH2:23][N:22]([CH3:25])[CH2:21][CH2:20]3)N=2)=CC2C=CC=CC1=2.[Br:30][C:31]1[CH:32]=[CH:33][C:34]2[CH:38]=[C:37]([C:39]3[C:44]([CH3:45])=[CH:43][N:42]=[C:41]([Cl:46])[N:40]=3)[S:36][C:35]=2[CH:47]=1.NCCCN1CCN(C)CC1, predict the reaction product. The product is: [ClH:46].[ClH:1].[ClH:46].[Br:30][C:31]1[CH:32]=[CH:33][C:34]2[CH:38]=[C:37]([C:39]3[C:44]([CH3:45])=[CH:43][N:42]=[C:41]([NH:15][CH2:16][CH2:17][CH2:18][N:19]4[CH2:20][CH2:21][N:22]([CH3:25])[CH2:23][CH2:24]4)[N:40]=3)[S:36][C:35]=2[CH:47]=1. (7) Given the reactants C([O:3][C:4]([C:6]1[N:7]([C:25]2[CH:30]=[CH:29][C:28]([O:31][CH:32]3[CH2:36][CH2:35][CH2:34][CH2:33]3)=[CH:27][CH:26]=2)[C:8]2[C:13]([CH:14]=1)=[CH:12][C:11]([C:15]1[CH:20]=[CH:19][C:18]([C:21]([CH3:24])([CH3:23])[CH3:22])=[CH:17][CH:16]=1)=[CH:10][CH:9]=2)=O)C.Cl.[NH:38]1C(=O)C2NC=NC=2[N:41]=[C:39]1[NH2:40].C[O-].[Na+].CN(C=O)C, predict the reaction product. The product is: [C:21]([C:18]1[CH:17]=[CH:16][C:15]([C:11]2[CH:12]=[C:13]3[C:8](=[CH:9][CH:10]=2)[N:7]([C:25]2[CH:30]=[CH:29][C:28]([O:31][CH:32]4[CH2:33][CH2:34][CH2:35][CH2:36]4)=[CH:27][CH:26]=2)[C:6]([C:4]([NH:40][C:39]([NH2:41])=[NH:38])=[O:3])=[CH:14]3)=[CH:20][CH:19]=1)([CH3:24])([CH3:22])[CH3:23].